Dataset: Forward reaction prediction with 1.9M reactions from USPTO patents (1976-2016). Task: Predict the product of the given reaction. Given the reactants [F:1][C:2]1[CH:7]=[CH:6][C:5]([C:8]2[C:17]3[C:12](=[N:13][C:14]([C:18]([F:21])([F:20])[F:19])=[CH:15][CH:16]=3)[N:11]=[CH:10][CH:9]=2)=[CH:4][C:3]=1OS(C(F)(F)F)(=O)=O.[N:30]1[CH:35]=[C:34](B(O)O)[CH:33]=[N:32][CH:31]=1, predict the reaction product. The product is: [F:1][C:2]1[CH:7]=[CH:6][C:5]([C:8]2[CH:9]=[CH:10][N:11]=[C:12]3[C:17]=2[CH:16]=[CH:15][C:14]([C:18]([F:19])([F:20])[F:21])=[N:13]3)=[CH:4][C:3]=1[C:34]1[CH:35]=[N:30][CH:31]=[N:32][CH:33]=1.